This data is from Rat liver microsome stability data. The task is: Regression/Classification. Given a drug SMILES string, predict its absorption, distribution, metabolism, or excretion properties. Task type varies by dataset: regression for continuous measurements (e.g., permeability, clearance, half-life) or binary classification for categorical outcomes (e.g., BBB penetration, CYP inhibition). Dataset: rlm. (1) The molecule is CCn1c(-c2nonc2N)nc2cnc(Oc3cccc(NC(=O)c4ccc(OCCN5CCOCC5)cc4)c3)cc21. The result is 1 (stable in rat liver microsomes). (2) The compound is Cc1c2c(n3c1CCCNC(C)(C)CNc1cc-3ccc1C(N)=O)CC(C)(C)CC2=O. The result is 1 (stable in rat liver microsomes). (3) The molecule is Cc1c2c(n3c1CNCCCCNc1cc-3ccc1C(N)=O)CC(C)(C)CC2=O. The result is 1 (stable in rat liver microsomes). (4) The molecule is Fc1cnc(-c2ccccc2C(F)F)nc1NCC1CCN(c2cnccn2)C1. The result is 1 (stable in rat liver microsomes). (5) The molecule is CNC(=O)[C@H](NC(=O)c1ccc(-c2ccc(CSc3nc(O)c4c(n3)CCC4)c(F)c2)o1)C(C)C. The result is 1 (stable in rat liver microsomes). (6) The compound is CC(C)N(CCC(=O)c1ccc2ccccc2c1)Cc1ccccc1. The result is 1 (stable in rat liver microsomes). (7) The drug is CC(=O)c1ccc(NCC(=O)NC(c2ccc(C)cc2)c2cc(Cl)c3cccnc3c2O)cc1. The result is 1 (stable in rat liver microsomes). (8) The molecule is N=c1c(C(=O)N2CCOCC2)cc2c(=O)n3ccccc3nc2n1Cc1ccccc1. The result is 1 (stable in rat liver microsomes). (9) The compound is CCC(C)(C)Cc1c[nH]c(CCc2ccc(-c3ccc(F)cn3)cc2)n1. The result is 1 (stable in rat liver microsomes).